From a dataset of Full USPTO retrosynthesis dataset with 1.9M reactions from patents (1976-2016). Predict the reactants needed to synthesize the given product. (1) Given the product [F:24][C:2]([F:23])([F:1])[S:3]([O:6][C:7]1[C:15]2[CH2:14][CH2:13][N:12]([C:16]([O:18][C:19]([CH3:21])([CH3:20])[CH3:22])=[O:17])[CH2:11][C:10]=2[N:9]([CH2:32][O:31][CH2:30][CH2:29][Si:28]([CH3:35])([CH3:34])[CH3:27])[N:8]=1)(=[O:4])=[O:5], predict the reactants needed to synthesize it. The reactants are: [F:1][C:2]([F:24])([F:23])[S:3]([O:6][C:7]1[C:15]2[CH2:14][CH2:13][N:12]([C:16]([O:18][C:19]([CH3:22])([CH3:21])[CH3:20])=[O:17])[CH2:11][C:10]=2[NH:9][N:8]=1)(=[O:5])=[O:4].[H-].[Na+].[CH3:27][Si:28]([CH3:35])([CH3:34])[CH2:29][CH2:30][O:31][CH2:32]Cl.O. (2) Given the product [N:29]([CH2:12][CH:13]1[CH2:17][C:16]2[CH:18]=[CH:19][CH:20]=[C:21]([C:22]3[CH:27]=[CH:26][CH:25]=[CH:24][C:23]=3[Cl:28])[C:15]=2[O:14]1)=[N+:30]=[N-:31], predict the reactants needed to synthesize it. The reactants are: CC1C=CC(S(O[CH2:12][CH:13]2[CH2:17][C:16]3[CH:18]=[CH:19][CH:20]=[C:21]([C:22]4[CH:27]=[CH:26][CH:25]=[CH:24][C:23]=4[Cl:28])[C:15]=3[O:14]2)(=O)=O)=CC=1.[N-:29]=[N+:30]=[N-:31].[Na+]. (3) Given the product [NH2:18][C@H:15]1[CH2:14][CH2:13][C@H:12]([CH2:11][N:10]([C@@H:8]2[CH2:9][C@H:7]2[C:1]2[CH:2]=[CH:3][CH:4]=[CH:5][CH:6]=2)[C:35](=[O:36])[C:34]([F:45])([F:44])[F:33])[CH2:17][CH2:16]1, predict the reactants needed to synthesize it. The reactants are: [C:1]1([C@@H:7]2[CH2:9][C@H:8]2[NH:10][CH2:11][C@H:12]2[CH2:17][CH2:16][C@H:15]([NH:18]C(=O)OC(C)(C)C)[CH2:14][CH2:13]2)[CH:6]=[CH:5][CH:4]=[CH:3][CH:2]=1.C(N(CC)CC)C.[F:33][C:34]([F:45])([F:44])[C:35](O[C:35](=[O:36])[C:34]([F:45])([F:44])[F:33])=[O:36].C([O-])([O-])=O.[Na+].[Na+]. (4) Given the product [CH3:1][S:2]([CH2:3][C:4]1[S:8][C:7]([C:9]([F:12])([F:10])[F:11])=[N:6][CH:5]=1)=[N:15][C:14]#[N:13], predict the reactants needed to synthesize it. The reactants are: [CH3:1][S:2][CH2:3][C:4]1[S:8][C:7]([C:9]([F:12])([F:11])[F:10])=[N:6][CH:5]=1.[N:13]#[C:14][NH2:15].C(O)(=O)C.C(O)(=O)C.IC1C=CC=CC=1.